Dataset: Reaction yield outcomes from USPTO patents with 853,638 reactions. Task: Predict the reaction yield, written as a fraction of the theoretical maximum amount of product (1.0 means a 100% yield; for example, 0.34 means a 34% yield). (1) The reactants are [C:1]([O:5][C:6](=[O:20])[NH:7][C:8]1[CH:13]=[CH:12][C:11]([CH2:14][CH2:15][CH3:16])=[C:10]([N+:17]([O-:19])=[O:18])[CH:9]=1)([CH3:4])([CH3:3])[CH3:2].[CH3:21]I. The catalyst is CN(C=O)C. The product is [C:1]([O:5][C:6](=[O:20])[N:7]([CH3:21])[C:8]1[CH:13]=[CH:12][C:11]([CH2:14][CH2:15][CH3:16])=[C:10]([N+:17]([O-:19])=[O:18])[CH:9]=1)([CH3:2])([CH3:3])[CH3:4]. The yield is 0.520. (2) The reactants are [CH3:1][C@@H:2]1[CH2:6][CH2:5][C:4](=O)[CH:3]1[C:8]([O:10]CC)=O.[NH2:13][C:14]([NH2:16])=[S:15].[OH-].[K+]. The catalyst is C(O)C.O. The product is [SH:15][C:14]1[N:13]=[C:8]([OH:10])[C:3]2[C@H:2]([CH3:1])[CH2:6][CH2:5][C:4]=2[N:16]=1. The yield is 0.560. (3) The reactants are [Br:1][CH:2]([C:6]1[CH:11]=[CH:10][CH:9]=[CH:8][CH:7]=1)[C:3]([OH:5])=[O:4].[C:12]1([C@@H:18](O)[CH3:19])[CH:17]=[CH:16][CH:15]=[CH:14][CH:13]=1.CCN=C=NCCCN(C)C. The catalyst is CN(C1C=CN=CC=1)C.ClCCl.C(OCC)(=O)C. The product is [Br:1][CH:2]([C:6]1[CH:11]=[CH:10][CH:9]=[CH:8][CH:7]=1)[C:3]([O:5][C@H:18]([C:12]1[CH:17]=[CH:16][CH:15]=[CH:14][CH:13]=1)[CH3:19])=[O:4]. The yield is 0.730. (4) The reactants are [OH:1][N:2]1[C:7]([CH3:9])([CH3:8])[CH2:6][CH:5]([O:10][C:11](=[O:18])[C:12]2[CH:17]=[CH:16][CH:15]=[CH:14][CH:13]=2)[CH2:4][C:3]1([CH3:20])[CH3:19].[C:21](O[C:21]([O:23][C:24]([CH3:27])([CH3:26])[CH3:25])=[O:22])([O:23][C:24]([CH3:27])([CH3:26])[CH3:25])=[O:22]. The catalyst is CN(C)C1C=CN=CC=1.C1COCC1. The product is [C:11]([O:10][CH:5]1[CH2:6][C:7]([CH3:9])([CH3:8])[N:2]([O:1][C:21]([O:23][C:24]([CH3:27])([CH3:26])[CH3:25])=[O:22])[C:3]([CH3:20])([CH3:19])[CH2:4]1)(=[O:18])[C:12]1[CH:17]=[CH:16][CH:15]=[CH:14][CH:13]=1. The yield is 0.660. (5) The yield is 0.410. The product is [CH:42]([O:41][C:38]1[CH:39]=[CH:40][C:35]([NH:34][C:33]([N:20]2[CH2:19][CH2:18][N:17]([C:13]3[C:14]([CH:15]=[O:16])=[C:9]([NH2:8])[N:10]=[CH:11][N:12]=3)[CH2:22][CH2:21]2)=[O:32])=[CH:36][CH:37]=1)([CH3:44])[CH3:43]. The reactants are FC(F)(F)C(O)=O.[NH2:8][C:9]1[C:14]([CH:15]=[O:16])=[C:13]([N:17]2[CH2:22][CH2:21][NH:20][CH2:19][CH2:18]2)[N:12]=[CH:11][N:10]=1.[N+](C1C=CC([O:32][C:33](=O)[NH:34][C:35]2[CH:40]=[CH:39][C:38]([O:41][CH:42]([CH3:44])[CH3:43])=[CH:37][CH:36]=2)=CC=1)([O-])=O.CCN(C(C)C)C(C)C. The catalyst is CC#N.